The task is: Regression. Given two drug SMILES strings and cell line genomic features, predict the synergy score measuring deviation from expected non-interaction effect.. This data is from NCI-60 drug combinations with 297,098 pairs across 59 cell lines. (1) Drug 1: C1=CN(C(=O)N=C1N)C2C(C(C(O2)CO)O)O.Cl. Drug 2: COC1=C2C(=CC3=C1OC=C3)C=CC(=O)O2. Cell line: TK-10. Synergy scores: CSS=22.7, Synergy_ZIP=-5.70, Synergy_Bliss=0.298, Synergy_Loewe=-4.99, Synergy_HSA=0.485. (2) Drug 1: CC1C(C(CC(O1)OC2CC(CC3=C2C(=C4C(=C3O)C(=O)C5=C(C4=O)C(=CC=C5)OC)O)(C(=O)C)O)N)O.Cl. Drug 2: CC1CCC2CC(C(=CC=CC=CC(CC(C(=O)C(C(C(=CC(C(=O)CC(OC(=O)C3CCCCN3C(=O)C(=O)C1(O2)O)C(C)CC4CCC(C(C4)OC)OCCO)C)C)O)OC)C)C)C)OC. Cell line: U251. Synergy scores: CSS=47.0, Synergy_ZIP=-10.0, Synergy_Bliss=-4.74, Synergy_Loewe=-7.38, Synergy_HSA=-1.59. (3) Drug 1: CC1=C2C(C(=O)C3(C(CC4C(C3C(C(C2(C)C)(CC1OC(=O)C(C(C5=CC=CC=C5)NC(=O)OC(C)(C)C)O)O)OC(=O)C6=CC=CC=C6)(CO4)OC(=O)C)OC)C)OC. Drug 2: CC=C1C(=O)NC(C(=O)OC2CC(=O)NC(C(=O)NC(CSSCCC=C2)C(=O)N1)C(C)C)C(C)C. Cell line: COLO 205. Synergy scores: CSS=60.3, Synergy_ZIP=-0.802, Synergy_Bliss=-5.34, Synergy_Loewe=-5.57, Synergy_HSA=-4.68. (4) Drug 1: C1=NC2=C(N1)C(=S)N=C(N2)N. Drug 2: C1C(C(OC1N2C=C(C(=O)NC2=O)F)CO)O. Cell line: HCT-15. Synergy scores: CSS=63.5, Synergy_ZIP=-0.700, Synergy_Bliss=-1.63, Synergy_Loewe=-0.866, Synergy_HSA=3.34. (5) Drug 1: CCC1(CC2CC(C3=C(CCN(C2)C1)C4=CC=CC=C4N3)(C5=C(C=C6C(=C5)C78CCN9C7C(C=CC9)(C(C(C8N6C=O)(C(=O)OC)O)OC(=O)C)CC)OC)C(=O)OC)O.OS(=O)(=O)O. Drug 2: CCN(CC)CCNC(=O)C1=C(NC(=C1C)C=C2C3=C(C=CC(=C3)F)NC2=O)C. Cell line: T-47D. Synergy scores: CSS=13.5, Synergy_ZIP=8.25, Synergy_Bliss=12.9, Synergy_Loewe=-0.481, Synergy_HSA=8.00.